From a dataset of CYP2C9 inhibition data for predicting drug metabolism from PubChem BioAssay. Regression/Classification. Given a drug SMILES string, predict its absorption, distribution, metabolism, or excretion properties. Task type varies by dataset: regression for continuous measurements (e.g., permeability, clearance, half-life) or binary classification for categorical outcomes (e.g., BBB penetration, CYP inhibition). Dataset: cyp2c9_veith. The compound is COc1ccccc1CCn1c(=O)c(-c2cccs2)nc2cncnc21. The result is 1 (inhibitor).